Dataset: Human Reference Interactome with 51,813 positive PPI pairs across 8,248 proteins, plus equal number of experimentally-validated negative pairs. Task: Binary Classification. Given two protein amino acid sequences, predict whether they physically interact or not. Protein 1 (ENSG00000167987) has sequence METLKDKTLQELEELQNDSEAIDQLALESPEVQDLQLEREMALATNRSLAERNLEFQGPLEISRSNLSDRYQELRKLVERCQEQKAKLEKFSSALQPGTLLDLLQVEGMKIEEESEAMAEKFLEGEVPLETFLENFSSMRMLSHLRRVRVEKLQEVVRKPRASQELAGDAPPPRPPPPVRPVPQGTPPVVEEQPQPPLAMPPYPLPYSPSPSLPVGPTAHGALPPAPFPVVSQPSFYSGPLGPTYPAAQLGPRGAAGYSWSPQRSMPPRPGYPGTPMGASGPGYPLRGGRAPSPGYPQQS.... Protein 2 (ENSG00000168255) has sequence MNAPPAFESFLLFEGEKITINKDTKVPNACLFTINKEDHTLGNIIKSQLLKDPQVLFAGYKVPHPLEHKIIIRVQTTPDYSPQEAFTNAITDLISELSLLEERFRTCLLPLRLLP*MNAPPAFESFLLFEGEKQLLKDPQVLFAGYKVPHPLEHKIIIRVQTTPDYSPQEAFTNAITDLISELSLLEERFRVRAGPGGADGVGWTLARVPRPGTALACFFGGPQGEAAVMEEQGLPPQAPGHVD*MNAPPAFESFLLFEGEKITINKDTKVPNACLFTINKEDHTLGNIIKSQLLKDPQV.... Result: 1 (the proteins interact).